Dataset: NCI-60 drug combinations with 297,098 pairs across 59 cell lines. Task: Regression. Given two drug SMILES strings and cell line genomic features, predict the synergy score measuring deviation from expected non-interaction effect. (1) Cell line: TK-10. Drug 2: CN1C2=C(C=C(C=C2)N(CCCl)CCCl)N=C1CCCC(=O)O.Cl. Drug 1: CC1=C(N=C(N=C1N)C(CC(=O)N)NCC(C(=O)N)N)C(=O)NC(C(C2=CN=CN2)OC3C(C(C(C(O3)CO)O)O)OC4C(C(C(C(O4)CO)O)OC(=O)N)O)C(=O)NC(C)C(C(C)C(=O)NC(C(C)O)C(=O)NCCC5=NC(=CS5)C6=NC(=CS6)C(=O)NCCC[S+](C)C)O. Synergy scores: CSS=19.4, Synergy_ZIP=-6.05, Synergy_Bliss=-0.927, Synergy_Loewe=-24.3, Synergy_HSA=-0.427. (2) Drug 1: CCCCCOC(=O)NC1=NC(=O)N(C=C1F)C2C(C(C(O2)C)O)O. Drug 2: B(C(CC(C)C)NC(=O)C(CC1=CC=CC=C1)NC(=O)C2=NC=CN=C2)(O)O. Cell line: NCI/ADR-RES. Synergy scores: CSS=21.7, Synergy_ZIP=-3.43, Synergy_Bliss=-3.34, Synergy_Loewe=-25.8, Synergy_HSA=-2.74.